From a dataset of NCI-60 drug combinations with 297,098 pairs across 59 cell lines. Regression. Given two drug SMILES strings and cell line genomic features, predict the synergy score measuring deviation from expected non-interaction effect. Drug 1: CC12CCC3C(C1CCC2NC(=O)OCC(F)(F)F)CCC4C3(C=CC(=O)N4C)C. Drug 2: CC1=C(C(=O)C2=C(C1=O)N3CC4C(C3(C2COC(=O)N)OC)N4)N. Cell line: SW-620. Synergy scores: CSS=65.5, Synergy_ZIP=11.6, Synergy_Bliss=11.2, Synergy_Loewe=-10.5, Synergy_HSA=11.4.